This data is from Reaction yield outcomes from USPTO patents with 853,638 reactions. The task is: Predict the reaction yield, written as a fraction of the theoretical maximum amount of product (1.0 means a 100% yield; for example, 0.34 means a 34% yield). The reactants are [CH3:1][C:2]1[CH:7]=[CH:6][CH:5]=[CH:4][C:3]=1B(O)O.[C:11]1([C:17]2[CH:22]=[C:21](Cl)[CH:20]=[CH:19][N:18]=2)[CH:16]=[CH:15][CH:14]=[CH:13][CH:12]=1.[O-]P([O-])([O-])=O.[K+].[K+].[K+].C1(C)C=CC=CC=1. The catalyst is C1C=CC(/C=C/C(/C=C/C2C=CC=CC=2)=O)=CC=1.C1C=CC(/C=C/C(/C=C/C2C=CC=CC=2)=O)=CC=1.C1C=CC(/C=C/C(/C=C/C2C=CC=CC=2)=O)=CC=1.[Pd].[Pd].C1(P(C2CCCCC2)C2C=CC=CC=2C2C(OC)=CC=CC=2OC)CCCCC1.O. The product is [C:11]1([C:17]2[CH:22]=[C:21]([C:4]3[CH:3]=[C:2]([CH3:1])[CH:7]=[CH:6][CH:5]=3)[CH:20]=[CH:19][N:18]=2)[CH:16]=[CH:15][CH:14]=[CH:13][CH:12]=1. The yield is 0.774.